From a dataset of Peptide-MHC class I binding affinity with 185,985 pairs from IEDB/IMGT. Regression. Given a peptide amino acid sequence and an MHC pseudo amino acid sequence, predict their binding affinity value. This is MHC class I binding data. (1) The peptide sequence is NYSRYWYLNH. The MHC is HLA-A31:01 with pseudo-sequence HLA-A31:01. The binding affinity (normalized) is 0.170. (2) The peptide sequence is ASFKAGKLR. The MHC is HLA-A03:01 with pseudo-sequence HLA-A03:01. The binding affinity (normalized) is 0.228. (3) The peptide sequence is CSRMLDTSEK. The MHC is HLA-A03:01 with pseudo-sequence HLA-A03:01. The binding affinity (normalized) is 0.361. (4) The peptide sequence is ERILSTYLGR. The MHC is HLA-B53:01 with pseudo-sequence HLA-B53:01. The binding affinity (normalized) is 0.194. (5) The peptide sequence is VVLQQHSIA. The MHC is HLA-A03:01 with pseudo-sequence HLA-A03:01. The binding affinity (normalized) is 0.